From a dataset of Catalyst prediction with 721,799 reactions and 888 catalyst types from USPTO. Predict which catalyst facilitates the given reaction. (1) Reactant: [Br:1][C:2]1[CH:9]=[CH:8][C:5]([CH:6]=O)=[CH:4][CH:3]=1.[CH3:10][C@@H:11]1[CH2:16][NH:15][CH2:14][C@H:13]([CH3:17])[N:12]1[C:18]([O:20][C:21]([CH3:24])([CH3:23])[CH3:22])=[O:19].C(O[BH-](OC(=O)C)OC(=O)C)(=O)C.[Na+].C([O-])(O)=O.[Na+]. Product: [Br:1][C:2]1[CH:9]=[CH:8][C:5]([CH2:6][N:15]2[CH2:16][C@H:11]([CH3:10])[N:12]([C:18]([O:20][C:21]([CH3:22])([CH3:24])[CH3:23])=[O:19])[C@H:13]([CH3:17])[CH2:14]2)=[CH:4][CH:3]=1. The catalyst class is: 26. (2) Reactant: [NH2:1][C:2]1[N:7]=[C:6]([NH2:8])[C:5]([O:9][CH2:10][CH2:11][CH2:12][O:13][C:14]2[CH:19]=[CH:18][CH:17]=[CH:16][C:15]=2[CH2:20][CH2:21][C:22]([OH:24])=[O:23])=[C:4]([CH2:25][CH3:26])[N:3]=1.OS(O)(=O)=O.C(OCC)(OCC)O[CH2:34][CH3:35].C([O-])([O-])=O.[K+].[K+]. Product: [NH2:1][C:2]1[N:7]=[C:6]([NH2:8])[C:5]([O:9][CH2:10][CH2:11][CH2:12][O:13][C:14]2[CH:19]=[CH:18][CH:17]=[CH:16][C:15]=2[CH2:20][CH2:21][C:22]([O:24][CH2:34][CH3:35])=[O:23])=[C:4]([CH2:25][CH3:26])[N:3]=1. The catalyst class is: 14. (3) Reactant: [CH3:1][CH:2]([N:4]1[C:8]2[N:9]=[C:10]([C:16]3[CH:21]=[CH:20][C:19]([C:22]4[CH:23]=[N:24][NH:25][CH:26]=4)=[CH:18][CH:17]=3)[CH:11]=[C:12]([C:13]([OH:15])=O)[C:7]=2[CH:6]=[N:5]1)[CH3:3].[NH2:27][CH2:28][C:29]1[C:30](=[O:37])[NH:31][C:32]([CH3:36])=[CH:33][C:34]=1[CH3:35].CN1CCOCC1.ON1C2N=CC=CC=2N=N1.C(Cl)CCl. Product: [CH3:35][C:34]1[CH:33]=[C:32]([CH3:36])[NH:31][C:30](=[O:37])[C:29]=1[CH2:28][NH:27][C:13]([C:12]1[C:7]2[CH:6]=[N:5][N:4]([CH:2]([CH3:3])[CH3:1])[C:8]=2[N:9]=[C:10]([C:16]2[CH:21]=[CH:20][C:19]([C:22]3[CH:26]=[N:25][NH:24][CH:23]=3)=[CH:18][CH:17]=2)[CH:11]=1)=[O:15]. The catalyst class is: 16. (4) Reactant: [Br:1][C:2]1[C:3]([N+:10]([O-:12])=[O:11])=[C:4]([CH:7]=[CH:8][CH:9]=1)[CH:5]=O.[CH3:13][C:14]([S@@:17]([NH2:19])=[O:18])([CH3:16])[CH3:15]. Product: [Br:1][C:2]1[C:3]([N+:10]([O-:12])=[O:11])=[C:4](/[CH:5]=[N:19]/[S@:17]([C:14]([CH3:16])([CH3:15])[CH3:13])=[O:18])[CH:7]=[CH:8][CH:9]=1. The catalyst class is: 220. (5) Reactant: [F:1][C:2]1[CH:11]=[C:10]2[C:5]([C:6](=O)[CH2:7][C:8]([CH3:13])([CH3:12])[O:9]2)=[CH:4][CH:3]=1.Cl.O([NH2:18])C.N1C=CC=CC=1. Product: [F:1][C:2]1[CH:11]=[C:10]2[C:5]([CH:6]([NH2:18])[CH2:7][C:8]([CH3:13])([CH3:12])[O:9]2)=[CH:4][CH:3]=1. The catalyst class is: 750. (6) Reactant: [Li]CCCC.[Cl:6][C:7]1[C:16]2[C:11](=[CH:12][CH:13]=[C:14](C(C3C(C)=NC(C)=CC=3)O)[CH:15]=2)[N:10]=[C:9]([O:27][CH3:28])[C:8]=1[CH2:29][C:30]1[CH:35]=[CH:34][C:33]([C:36]([F:39])([F:38])[F:37])=[CH:32][CH:31]=1.[CH3:40][N:41]1[C:45]([C:46]([CH:48]2[CH2:53][CH2:52][N:51]([C:54](=[O:56])[CH3:55])[CH2:50][CH2:49]2)=[O:47])=[CH:44][N:43]=[N:42]1. Product: [Cl:6][C:7]1[C:16]2[C:11](=[CH:12][CH:13]=[C:14]([C:46]([OH:47])([C:45]3[N:41]([CH3:40])[N:42]=[N:43][CH:44]=3)[CH:48]3[CH2:53][CH2:52][N:51]([C:54](=[O:56])[CH3:55])[CH2:50][CH2:49]3)[CH:15]=2)[N:10]=[C:9]([O:27][CH3:28])[C:8]=1[CH2:29][C:30]1[CH:35]=[CH:34][C:33]([C:36]([F:39])([F:37])[F:38])=[CH:32][CH:31]=1. The catalyst class is: 1.